This data is from Reaction yield outcomes from USPTO patents with 853,638 reactions. The task is: Predict the reaction yield, written as a fraction of the theoretical maximum amount of product (1.0 means a 100% yield; for example, 0.34 means a 34% yield). The reactants are [Br:1][C:2]1[CH:7]=[CH:6][CH:5]=[CH:4][C:3]=1[C:8]1[N:13]([CH2:14][C:15]2[CH:20]=[CH:19][C:18]([C:21]([CH3:24])([CH3:23])[CH3:22])=[CH:17][CH:16]=2)[C:12](=[O:25])[CH:11]=[C:10]([OH:26])[N:9]=1.[Cl-].C[Al+]C.CCCCCC.C(C1C=CC([CH2:45][NH2:46])=CC=1)(C)(C)C.BrC1C=CC=CC=1C#N.C(OCC)(=O)[CH2:59][C:60]([O:62]CC)=[O:61].C[O-:70].[Na+].CO. The catalyst is O.COCCO.C1(C)C=CC=CC=1. The product is [Br:1][C:2]1[CH:7]=[CH:6][CH:5]=[CH:4][C:3]=1[C:8]1[N:13]([CH2:14][C:15]2[CH:16]=[CH:17][C:18]([C:21]([CH3:23])([CH3:22])[CH3:24])=[CH:19][CH:20]=2)[C:12](=[O:25])[C:11]([C:45]([NH:46][CH2:59][C:60]([OH:62])=[O:61])=[O:70])=[C:10]([OH:26])[N:9]=1. The yield is 0.550.